This data is from Full USPTO retrosynthesis dataset with 1.9M reactions from patents (1976-2016). The task is: Predict the reactants needed to synthesize the given product. The reactants are: CS(OCC[N:8]1[C:12]2=[N:13][CH:14]=[N:15][C:16]([NH2:17])=[C:11]2[C:10]([C:18]2[CH:23]=[CH:22][C:21]([NH:24][C:25]([C:27]3[N:28]([CH3:36])[C:29]4[C:34]([CH:35]=3)=[CH:33][CH:32]=[CH:31][CH:30]=4)=[O:26])=[C:20]([O:37][CH3:38])[CH:19]=2)=[N:9]1)(=O)=O.[CH2:39]([CH2:41][NH2:42])[OH:40].[CH2:43](N(CC)CC)[CH3:44].[I-].[Na+]. Given the product [NH2:17][C:16]1[N:15]=[CH:14][N:13]=[C:12]2[N:8]([CH2:43][CH2:44][NH:42][CH2:41][CH2:39][OH:40])[N:9]=[C:10]([C:18]3[CH:23]=[CH:22][C:21]([NH:24][C:25]([C:27]4[N:28]([CH3:36])[C:29]5[C:34]([CH:35]=4)=[CH:33][CH:32]=[CH:31][CH:30]=5)=[O:26])=[C:20]([O:37][CH3:38])[CH:19]=3)[C:11]=12, predict the reactants needed to synthesize it.